Dataset: Forward reaction prediction with 1.9M reactions from USPTO patents (1976-2016). Task: Predict the product of the given reaction. (1) Given the reactants [Cl:1][C:2]1[C:3]([C:23]2[C:28]([CH3:29])=[CH:27][C:26]([CH3:30])=[CH:25][N:24]=2)=[CH:4][C:5]([N:8]2[CH2:21][CH2:20][C:11]3[N:12]=[C:13](S(C)(=O)=O)[N:14]=[CH:15][C:10]=3[CH:9]2[CH3:22])=[N:6][CH:7]=1.[NH:31]1[CH2:35][CH2:34][CH:33]([OH:36])[CH2:32]1.C(OCC)(=O)C.O, predict the reaction product. The product is: [Cl:1][C:2]1[C:3]([C:23]2[C:28]([CH3:29])=[CH:27][C:26]([CH3:30])=[CH:25][N:24]=2)=[CH:4][C:5]([N:8]2[CH2:21][CH2:20][C:11]3[N:12]=[C:13]([N:31]4[CH2:35][CH2:34][CH:33]([OH:36])[CH2:32]4)[N:14]=[CH:15][C:10]=3[CH:9]2[CH3:22])=[N:6][CH:7]=1. (2) Given the reactants [CH2:1]([O:3][C:4](=[O:15])[C:5]([C:7]1[CH:12]=[CH:11][C:10](SC)=[CH:9][CH:8]=1)=[O:6])[CH3:2].O[O:17][S:18]([O-:20])=O.[K+].[CH3:22]O, predict the reaction product. The product is: [CH2:1]([O:3][C:4](=[O:15])[C:5]([C:7]1[CH:12]=[CH:11][C:10]([S:18]([CH3:22])(=[O:20])=[O:17])=[CH:9][CH:8]=1)=[O:6])[CH3:2]. (3) Given the reactants [NH2:1][C:2]1[C:7]2[N:8]=[C:9]([S:24][C:25]3[C:33]([Cl:34])=[CH:32][C:28]4[O:29][CH2:30][O:31][C:27]=4[CH:26]=3)[N:10]([CH2:11][CH2:12][N:13]3C(=O)C4C(=CC=CC=4)C3=O)[C:6]=2[CH:5]=[CH:4][N:3]=1, predict the reaction product. The product is: [NH2:13][CH2:12][CH2:11][N:10]1[C:6]2[CH:5]=[CH:4][N:3]=[C:2]([NH2:1])[C:7]=2[N:8]=[C:9]1[S:24][C:25]1[C:33]([Cl:34])=[CH:32][C:28]2[O:29][CH2:30][O:31][C:27]=2[CH:26]=1. (4) Given the reactants [C:1]([C:4]1[CH:9]=[CH:8][C:7]([Br:10])=[CH:6][C:5]=1OS(C)(=O)=O)(=O)[CH3:2].[CH3:16][O:17][CH2:18][CH2:19][CH2:20][NH:21][NH2:22].C([O-])(=O)C.[NH4+].O, predict the reaction product. The product is: [Br:10][C:7]1[CH:6]=[C:5]2[C:4]([C:1]([CH3:2])=[N:22][N:21]2[CH2:20][CH2:19][CH2:18][O:17][CH3:16])=[CH:9][CH:8]=1. (5) Given the reactants [F:1][C:2]1[CH:26]=[C:25]([F:27])[CH:24]=[CH:23][C:3]=1[CH2:4][C@H:5]1[CH2:10][C@@H:9]([C:11](=[O:18])[CH2:12][C:13](OCC)=[O:14])[CH2:8][CH2:7][N:6]1[C:19]([O:21][CH3:22])=[O:20].[OH-].[Na+].[NH2:30]O.Cl, predict the reaction product. The product is: [F:1][C:2]1[CH:26]=[C:25]([F:27])[CH:24]=[CH:23][C:3]=1[CH2:4][C@H:5]1[CH2:10][C@@H:9]([C:11]2[O:18][NH:30][C:13](=[O:14])[CH:12]=2)[CH2:8][CH2:7][N:6]1[C:19]([O:21][CH3:22])=[O:20]. (6) Given the reactants C(=O)([O-])[O-].[Na+].[Na+].Cl[C:8]1[CH:13]=[CH:12][C:11]([F:14])=[CH:10][C:9]=1[N+:15]([O-:17])=[O:16].[NH2:18][CH:19]1[CH2:24][CH2:23][N:22]([C:25]([O:27][CH2:28][CH3:29])=[O:26])[CH2:21][CH2:20]1, predict the reaction product. The product is: [F:14][C:11]1[CH:12]=[CH:13][C:8]([NH:18][CH:19]2[CH2:20][CH2:21][N:22]([C:25]([O:27][CH2:28][CH3:29])=[O:26])[CH2:23][CH2:24]2)=[C:9]([N+:15]([O-:17])=[O:16])[CH:10]=1.